This data is from Full USPTO retrosynthesis dataset with 1.9M reactions from patents (1976-2016). The task is: Predict the reactants needed to synthesize the given product. (1) Given the product [C:1]([C:5]1[CH:9]=[C:8]([NH:10][C:11]([NH:45][C:44]2[CH:46]=[CH:47][CH:48]=[C:42]([O:41][C:32]3[C:31]4[C:36](=[CH:37][C:38]([O:39][CH3:40])=[C:29]([O:28][CH3:27])[CH:30]=4)[N:35]=[CH:34][N:33]=3)[CH:43]=2)=[O:19])[N:7]([C:20]2[CH:25]=[CH:24][C:23](=[O:26])[NH:22][CH:21]=2)[N:6]=1)([CH3:2])([CH3:3])[CH3:4], predict the reactants needed to synthesize it. The reactants are: [C:1]([C:5]1[CH:9]=[C:8]([NH:10][C:11](=[O:19])OC2C=CC=CC=2)[N:7]([C:20]2[CH:25]=[CH:24][C:23](=[O:26])[NH:22][CH:21]=2)[N:6]=1)([CH3:4])([CH3:3])[CH3:2].[CH3:27][O:28][C:29]1[CH:30]=[C:31]2[C:36](=[CH:37][C:38]=1[O:39][CH3:40])[N:35]=[CH:34][N:33]=[C:32]2[O:41][C:42]1[CH:43]=[C:44]([CH:46]=[CH:47][CH:48]=1)[NH2:45]. (2) Given the product [Cl:1][C:2]1[CH:10]=[C:9]([C:11]([F:13])([F:14])[F:12])[CH:8]=[C:7]([Cl:15])[C:3]=1[CH2:4][OH:5], predict the reactants needed to synthesize it. The reactants are: [Cl:1][C:2]1[CH:10]=[C:9]([C:11]([F:14])([F:13])[F:12])[CH:8]=[C:7]([Cl:15])[C:3]=1[C:4](O)=[O:5].Cl. (3) Given the product [Br:14][C:11]1[CH:12]=[CH:13][C:8]([N:15]2[CH2:19][CH2:18][CH2:17][CH2:16]2)=[CH:9][CH:10]=1, predict the reactants needed to synthesize it. The reactants are: CC(C)([O-])C.[Na+].I[C:8]1[CH:13]=[CH:12][C:11]([Br:14])=[CH:10][CH:9]=1.[NH:15]1[CH2:19][CH2:18][CH2:17][CH2:16]1. (4) Given the product [C:14]([O:13][C:11](=[O:12])[NH:10][C@@H:6]1[C:7](=[O:8])[NH:1][C:2]2[CH:21]=[C:20]([F:22])[CH:19]=[CH:18][C:3]=2[O:4][CH2:5]1)([CH3:17])([CH3:16])[CH3:15], predict the reactants needed to synthesize it. The reactants are: [NH2:1][C:2]1[CH:21]=[C:20]([F:22])[CH:19]=[CH:18][C:3]=1[O:4][CH2:5][C@H:6]([NH:10][C:11]([O:13][C:14]([CH3:17])([CH3:16])[CH3:15])=[O:12])[C:7](O)=[O:8].Cl.CN(C)CCCN=C=NCC. (5) Given the product [CH2:1]([O:8][C:9](=[O:26])[CH2:10][NH:11][CH:12]1[CH:19]2[CH2:20][C:15]3([C:22]([OH:24])=[O:23])[CH2:16][CH:17]([CH2:21][CH:13]1[CH2:14]3)[CH2:18]2)[C:2]1[CH:7]=[CH:6][CH:5]=[CH:4][CH:3]=1, predict the reactants needed to synthesize it. The reactants are: [CH2:1]([O:8][C:9](=[O:26])[CH2:10][NH:11][CH:12]1[CH:19]2[CH2:20][C:15]3([C:22]([O:24]C)=[O:23])[CH2:16][CH:17]([CH2:21][CH:13]1[CH2:14]3)[CH2:18]2)[C:2]1[CH:7]=[CH:6][CH:5]=[CH:4][CH:3]=1.CO.[OH-].[Na+]. (6) Given the product [CH2:11]([C:14]1[N:15]([C:2]2[CH:3]=[C:4]([CH:8]=[CH:9][N:10]=2)[C:5]([OH:7])=[O:6])[CH:16]=[CH:17][N:18]=1)[CH2:12][CH3:13], predict the reactants needed to synthesize it. The reactants are: Br[C:2]1[CH:3]=[C:4]([CH:8]=[CH:9][N:10]=1)[C:5]([OH:7])=[O:6].[CH2:11]([C:14]1[NH:15][CH:16]=[CH:17][N:18]=1)[CH2:12][CH3:13]. (7) Given the product [NH2:1][C:4]1[CH:14]([CH2:15][N:16]2[CH2:21][CH2:20][CH:19]([N:22]3[CH:26]=[CH:25][C:24]([C:27]4[CH:32]=[CH:31][CH:30]=[CH:29][CH:28]=4)=[N:23]3)[CH2:18][CH2:17]2)[CH:8]2[CH2:9][C:10]([CH3:13])([CH3:12])[O:11][C:7]2=[C:6]([CH3:33])[C:5]=1[CH3:34], predict the reactants needed to synthesize it. The reactants are: [N+:1]([C:4]1[CH:14]([CH2:15][N:16]2[CH2:21][CH2:20][CH:19]([N:22]3[CH:26]=[CH:25][C:24]([C:27]4[CH:32]=[CH:31][CH:30]=[CH:29][CH:28]=4)=[N:23]3)[CH2:18][CH2:17]2)[CH:8]2[CH2:9][C:10]([CH3:13])([CH3:12])[O:11][C:7]2=[C:6]([CH3:33])[C:5]=1[CH3:34])([O-])=O. (8) Given the product [CH2:1]([O:3][C:4]([C:5]1[CH2:15][CH2:14][C:13](=[O:16])[NH:11][C:6]=1[C:7]([F:10])([F:8])[F:9])=[O:12])[CH3:2], predict the reactants needed to synthesize it. The reactants are: [CH2:1]([O:3][C:4](=[O:12])[CH:5]=[C:6]([NH2:11])[C:7]([F:10])([F:9])[F:8])[CH3:2].[C:13](Cl)(=[O:16])[CH:14]=[CH2:15].Cl.